Dataset: Full USPTO retrosynthesis dataset with 1.9M reactions from patents (1976-2016). Task: Predict the reactants needed to synthesize the given product. (1) Given the product [ClH:4].[ClH:30].[CH3:25][N:24]([CH3:26])[C:15]1([C:18]2[CH:23]=[CH:22][CH:21]=[CH:20][CH:19]=2)[CH2:14][CH2:13][NH:12][CH2:17][CH2:16]1, predict the reactants needed to synthesize it. The reactants are: C([Cl:4])(=O)C.C(OC([N:12]1[CH2:17][CH2:16][C:15]([N:24]([CH3:26])[CH3:25])([C:18]2[CH:23]=[CH:22][CH:21]=[CH:20][CH:19]=2)[CH2:14][CH2:13]1)=O)(C)(C)C.CO.C(Cl)(Cl)[Cl:30]. (2) Given the product [OH:1][C:2]1[CH:3]=[C:4]([C:5]2[NH:23][CH2:24][CH2:25][N:26]=2)[CH:9]=[CH:10][CH:11]=1, predict the reactants needed to synthesize it. The reactants are: [OH:1][C:2]1[CH:3]=[C:4]([CH:9]=[CH:10][CH:11]=1)[C:5](OC)=O.S(C1C=CC(C)=CC=1)(O)(=O)=O.[NH2:23][CH2:24][CH2:25][NH2:26].[OH-].[Na+]. (3) Given the product [CH3:18][C@@H:17]1[CH2:16][CH2:15][N:14]([C:27](=[O:26])[CH2:28][C:29]#[N:30])[CH2:13][C@@H:12]1[N:2]([CH3:1])[C:3]1[C:4]2[CH:11]=[CH:10][NH:9][C:5]=2[N:6]=[CH:7][N:8]=1, predict the reactants needed to synthesize it. The reactants are: [CH3:1][N:2]([C@@H:12]1[C@H:17]([CH3:18])[CH2:16][CH2:15][NH:14][CH2:13]1)[C:3]1[C:4]2[CH:11]=[CH:10][NH:9][C:5]=2[N:6]=[CH:7][N:8]=1.O=C1CCC(=O)N1[O:26][C:27](=O)[CH2:28][C:29]#[N:30]. (4) Given the product [S:19]1[C:18]2[C:2]3[S:1][CH:5]=[CH:4][C:3]=3[N:6]([C:7]([O:8][C:9]([CH3:11])([CH3:12])[CH3:10])=[O:13])[S:14](=[O:15])(=[O:16])[C:17]=2[CH:21]=[CH:20]1, predict the reactants needed to synthesize it. The reactants are: [S:1]1[CH:5]=[CH:4][C:3]([N:6]([S:14]([C:17]2[CH:21]=[CH:20][S:19][CH:18]=2)(=[O:16])=[O:15])[C:7](=[O:13])[O:8][C:9]([CH3:12])([CH3:11])[CH3:10])=[CH:2]1.[Li]CCCC.[Cl-].[NH4+]. (5) Given the product [ClH:34].[C:1]([O:9][C@@H:10]1[C@@H:14]([CH2:15][OH:16])[CH2:13][C@@H:12]([NH2:17])[C@@H:11]1[O:25][C:26](=[O:33])[C:27]1[CH:32]=[CH:31][CH:30]=[CH:29][CH:28]=1)(=[O:8])[C:2]1[CH:3]=[CH:4][CH:5]=[CH:6][CH:7]=1, predict the reactants needed to synthesize it. The reactants are: [C:1]([O:9][C@@H:10]1[C@@H:14]([CH2:15][OH:16])[CH2:13][C@@H:12]([NH:17]C(OC(C)(C)C)=O)[C@@H:11]1[O:25][C:26](=[O:33])[C:27]1[CH:32]=[CH:31][CH:30]=[CH:29][CH:28]=1)(=[O:8])[C:2]1[CH:7]=[CH:6][CH:5]=[CH:4][CH:3]=1.[ClH:34].O1CCOCC1.